Dataset: Forward reaction prediction with 1.9M reactions from USPTO patents (1976-2016). Task: Predict the product of the given reaction. (1) Given the reactants [NH2:1][C:2](=[O:33])[C:3]([C:5]1[C:13]2[C:8](=[CH:9][CH:10]=[CH:11][C:12]=2[O:14][CH2:15][C:16]([OH:18])=[O:17])[N:7]([CH2:19][C:20]2[CH:25]=[CH:24][CH:23]=[CH:22][C:21]=2[C:26]2[CH:31]=[CH:30][CH:29]=[CH:28][CH:27]=2)[C:6]=1[CH3:32])=[O:4].O.[OH-].[Li+].[CH2:37]1COCC1, predict the reaction product. The product is: [CH3:37][O:17][C:16](=[O:18])[CH2:15][O:14][C:12]1[CH:11]=[CH:10][CH:9]=[C:8]2[C:13]=1[C:5]([C:3](=[O:4])[C:2]([NH2:1])=[O:33])=[C:6]([CH3:32])[N:7]2[CH2:19][C:20]1[CH:25]=[CH:24][CH:23]=[CH:22][C:21]=1[C:26]1[CH:27]=[CH:28][CH:29]=[CH:30][CH:31]=1. (2) Given the reactants Br[C:2]1[C:10]2[C:5](=[C:6]([O:18][C:19]3[CH:24]=[CH:23][C:22]([S:25]([CH3:28])(=[O:27])=[O:26])=[CH:21][CH:20]=3)[CH:7]=[C:8]([C:11]3[C:16]([Cl:17])=[CH:15][CH:14]=[CH:13][N:12]=3)[CH:9]=2)[N:4](C(OC(C)(C)C)=O)[N:3]=1.CC1(C)[O:41][CH:40]([CH2:42][N:43]2[CH:47]=[CH:46][C:45]([NH2:48])=[N:44]2)[C:39]([CH3:50])([CH3:49])[O:38]1, predict the reaction product. The product is: [Cl:17][C:16]1[C:11]([C:8]2[CH:9]=[C:10]3[C:5](=[C:6]([O:18][C:19]4[CH:20]=[CH:21][C:22]([S:25]([CH3:28])(=[O:26])=[O:27])=[CH:23][CH:24]=4)[CH:7]=2)[NH:4][N:3]=[C:2]3[NH:48][C:45]2[CH:46]=[CH:47][N:43]([CH2:42][CH:40]([OH:41])[C:39]([CH3:49])([OH:38])[CH3:50])[N:44]=2)=[N:12][CH:13]=[CH:14][CH:15]=1.